This data is from Full USPTO retrosynthesis dataset with 1.9M reactions from patents (1976-2016). The task is: Predict the reactants needed to synthesize the given product. Given the product [CH2:1]([C:3]1[C:11]2[C:6](=[CH:7][CH:8]=[CH:9][C:10]=2[NH:12][C:13]([C:15]2[N:19]3[CH:20]=[CH:21][CH:22]=[CH:23][C:18]3=[N:17][CH:16]=2)=[O:14])[N:5]([CH2:24][C:25]2[N:26]=[C:27]([CH2:31][N:50]3[CH2:51][CH2:52][N:47]([C:53]([O:55][C:56]([CH3:59])([CH3:58])[CH3:57])=[O:54])[CH2:48][CH2:49]3)[CH:28]=[CH:29][CH:30]=2)[N:4]=1)[CH3:2], predict the reactants needed to synthesize it. The reactants are: [CH2:1]([C:3]1[C:11]2[C:6](=[CH:7][CH:8]=[CH:9][C:10]=2[NH:12][C:13]([C:15]2[N:19]3[CH:20]=[CH:21][CH:22]=[CH:23][C:18]3=[N:17][CH:16]=2)=[O:14])[N:5]([CH2:24][C:25]2[CH:30]=[CH:29][CH:28]=[C:27]([CH:31]=O)[N:26]=2)[N:4]=1)[CH3:2].C(O[BH-](OC(=O)C)OC(=O)C)(=O)C.[Na+].[N:47]1([C:53]([O:55][C:56]([CH3:59])([CH3:58])[CH3:57])=[O:54])[CH2:52][CH2:51][NH:50][CH2:49][CH2:48]1.